This data is from Full USPTO retrosynthesis dataset with 1.9M reactions from patents (1976-2016). The task is: Predict the reactants needed to synthesize the given product. (1) Given the product [ClH:54].[ClH:54].[F:39][C:36]1[CH:37]=[CH:38][C:33]([O:32][CH2:31][CH2:30][NH:13][CH2:14][CH2:15][NH:16][S:17]([C:20]2[C:21]3[CH:22]=[CH:23][N:24]=[CH:25][C:26]=3[CH:27]=[CH:28][CH:29]=2)(=[O:18])=[O:19])=[C:34]([C:44]2[CH:45]=[CH:46][CH:47]=[CH:48][C:43]=2[F:42])[CH:35]=1, predict the reactants needed to synthesize it. The reactants are: C(=O)([O-])[O-].[Na+].[Na+].C(OC(=O)[N:13]([CH2:30][CH2:31][O:32][C:33]1[CH:38]=[CH:37][C:36]([F:39])=[CH:35][C:34]=1Br)[CH2:14][CH2:15][NH:16][S:17]([C:20]1[C:21]2[CH:22]=[CH:23][N:24]=[CH:25][C:26]=2[CH:27]=[CH:28][CH:29]=1)(=[O:19])=[O:18])(C)(C)C.[F:42][C:43]1[CH:48]=[CH:47][CH:46]=[CH:45][C:44]=1B(O)O.CO.[Cl-:54].[Na+].O. (2) Given the product [CH3:18][O:17][CH2:16][N:8]1[C:7]2[CH:19]=[C:3]([CH2:2][NH:1][C:29](=[O:30])[CH2:28][Cl:27])[CH:4]=[CH:5][C:6]=2[S:11][C:10]2[N:12]=[CH:13][CH:14]=[N:15][C:9]1=2, predict the reactants needed to synthesize it. The reactants are: [NH2:1][CH2:2][C:3]1[CH:4]=[CH:5][C:6]2[S:11][C:10]3[N:12]=[CH:13][CH:14]=[N:15][C:9]=3[N:8]([CH2:16][O:17][CH3:18])[C:7]=2[CH:19]=1.C(N(CC)CC)C.[Cl:27][CH2:28][C:29](Cl)=[O:30].O. (3) Given the product [CH2:8]([C:10]([C:4]1[CH:5]=[CH:6][C:1]([OH:7])=[CH:2][CH:3]=1)([CH2:13][CH3:14])[CH2:11][CH3:12])[CH3:9], predict the reactants needed to synthesize it. The reactants are: [C:1]1([OH:7])[CH:6]=[CH:5][CH:4]=[CH:3][CH:2]=1.[CH2:8]([C:10](O)([CH2:13][CH3:14])[CH2:11][CH3:12])[CH3:9].OS(O)(=O)=O. (4) Given the product [CH3:1][C@@H:2]1[CH2:6][CH2:5][CH2:4][N:3]1[CH2:7][CH2:8][CH2:9][O:10][C:11]1[CH:16]=[CH:15][C:14]([N:17]2[CH:21]=[C:20]([NH2:22])[CH:19]=[N:18]2)=[CH:13][CH:12]=1, predict the reactants needed to synthesize it. The reactants are: [CH3:1][C@@H:2]1[CH2:6][CH2:5][CH2:4][N:3]1[CH2:7][CH2:8][CH2:9][O:10][C:11]1[CH:16]=[CH:15][C:14]([N:17]2[CH:21]=[C:20]([N+:22]([O-])=O)[CH:19]=[N:18]2)=[CH:13][CH:12]=1. (5) Given the product [C:1]([O:5][C:6]([NH:8][C@H:9]([C:14]([N:16]1[C@@H:23]([C:24]#[CH:25])[CH2:22][CH2:21][C@H:17]1[C:18]([NH2:27])=[O:19])=[O:15])[CH2:10][CH:11]([CH3:13])[CH3:12])=[O:7])([CH3:3])([CH3:4])[CH3:2], predict the reactants needed to synthesize it. The reactants are: [C:1]([O:5][C:6]([NH:8][C@H:9]([C:14]([N:16]1[C@@H:23]([C:24]#[CH:25])[CH2:22][CH2:21][C@H:17]1[C:18](O)=[O:19])=[O:15])[CH2:10][CH:11]([CH3:13])[CH3:12])=[O:7])([CH3:4])([CH3:3])[CH3:2].C[N:27]1CCOCC1.ClC(OCC(C)C)=O.N. (6) The reactants are: [OH:1][N:2]1[C:6](=[O:7])[C:5]2=[CH:8][CH:9]=[CH:10][CH:11]=[C:4]2[C:3]1=[O:12].[O:13]1[CH:18]=[CH:17][CH2:16][CH2:15][CH2:14]1. Given the product [O:13]1[CH2:18][CH2:17][CH2:16][CH2:15][CH:14]1[O:1][N:2]1[C:3](=[O:12])[C:4]2[C:5](=[CH:8][CH:9]=[CH:10][CH:11]=2)[C:6]1=[O:7], predict the reactants needed to synthesize it. (7) Given the product [CH2:10]1[C:9]2([CH2:13][CH:14]([C:16]([O:18][CH2:19][CH3:20])=[O:17])[CH2:15][NH:8]2)[CH2:12][O:11]1, predict the reactants needed to synthesize it. The reactants are: C([N:8]1[CH2:15][CH:14]([C:16]([O:18][CH2:19][CH3:20])=[O:17])[CH2:13][C:9]21[CH2:12][O:11][CH2:10]2)C1C=CC=CC=1.FC(F)(F)C(O)=O. (8) Given the product [CH:32]1([NH:35][C:22](=[O:23])[CH2:21][C:12]2[C:11]([C:25]3[CH:30]=[CH:29][C:28]([CH3:31])=[CH:27][CH:26]=3)=[C:10]([CH2:9][NH:8][C:6](=[O:7])[O:5][C:1]([CH3:3])([CH3:2])[CH3:4])[C:15]([CH2:16][CH:17]([CH3:19])[CH3:18])=[N:14][C:13]=2[CH3:20])[CH2:34][CH2:33]1, predict the reactants needed to synthesize it. The reactants are: [C:1]([O:5][C:6]([NH:8][CH2:9][C:10]1[C:11]([C:25]2[CH:30]=[CH:29][C:28]([CH3:31])=[CH:27][CH:26]=2)=[C:12]([CH2:21][C:22](O)=[O:23])[C:13]([CH3:20])=[N:14][C:15]=1[CH2:16][CH:17]([CH3:19])[CH3:18])=[O:7])([CH3:4])([CH3:3])[CH3:2].[CH:32]1([NH2:35])[CH2:34][CH2:33]1.ON1C2C=CC=CC=2N=N1.Cl.C(N=C=NCCCN(C)C)C.